The task is: Predict the product of the given reaction.. This data is from Forward reaction prediction with 1.9M reactions from USPTO patents (1976-2016). The product is: [C:15]([O:14][C:12]([N:5]1[CH2:6][C@H:2]([OH:1])[CH2:3][C@H:4]1[C:7]([OH:9])=[O:8])=[O:13])([CH3:18])([CH3:17])[CH3:16]. Given the reactants [OH:1][C@H:2]1[CH2:6][NH:5][C@H:4]([C:7]([OH:9])=[O:8])[CH2:3]1.[OH-].[Na+].[C:12](O[C:12]([O:14][C:15]([CH3:18])([CH3:17])[CH3:16])=[O:13])([O:14][C:15]([CH3:18])([CH3:17])[CH3:16])=[O:13].C(=O)=O, predict the reaction product.